Dataset: Full USPTO retrosynthesis dataset with 1.9M reactions from patents (1976-2016). Task: Predict the reactants needed to synthesize the given product. (1) Given the product [CH3:23][P:14]([C:16]1[CH:22]=[CH:21][C:19]([NH:20][C:2]2[N:10]=[CH:9][N:8]=[C:7]3[C:3]=2[N:4]=[CH:5][N:6]3[CH:11]=[CH2:12])=[CH:18][CH:17]=1)([CH3:13])=[O:15], predict the reactants needed to synthesize it. The reactants are: Cl[C:2]1[N:10]=[CH:9][N:8]=[C:7]2[C:3]=1[N:4]=[CH:5][N:6]2[CH:11]=[CH2:12].[CH3:13][P:14]([CH3:23])([C:16]1[CH:22]=[CH:21][C:19]([NH2:20])=[CH:18][CH:17]=1)=[O:15].Cl.N1C=CC=CC=1. (2) The reactants are: [H-].[Al+3].[Li+].[H-].[H-].[H-].[CH3:7][CH:8]([S:10]([NH:13][CH:14]1[C:22]2[C:17](=[CH:18][C:19]([C:23](OC)=[O:24])=[CH:20][CH:21]=2)[CH2:16][CH2:15]1)(=[O:12])=[O:11])[CH3:9]. Given the product [OH:24][CH2:23][C:19]1[CH:18]=[C:17]2[C:22](=[CH:21][CH:20]=1)[CH:14]([NH:13][S:10]([CH:8]([CH3:9])[CH3:7])(=[O:12])=[O:11])[CH2:15][CH2:16]2, predict the reactants needed to synthesize it. (3) Given the product [Cl:10][C:8]1[N:7]=[CH:6][C:5]2[N:11]=[C:2]([N:21]([CH3:22])[CH3:20])[N:3]([CH:12]([CH3:14])[CH3:13])[C:4]=2[CH:9]=1, predict the reactants needed to synthesize it. The reactants are: Cl[C:2]1[N:3]([CH:12]([CH3:14])[CH3:13])[C:4]2[CH:9]=[C:8]([Cl:10])[N:7]=[CH:6][C:5]=2[N:11]=1.COCCN.[CH3:20][N:21](C)[CH:22]=O. (4) Given the product [O:8]=[C:6]1[CH:5]=[C:9]([CH:11]2[CH2:12][CH2:13][N:14]([C:17]([O:19][C:20]([CH3:21])([CH3:22])[CH3:23])=[O:18])[CH2:15][CH2:16]2)[N:33]2[N:34]=[C:35]3[C:31]([C:30]([O:29][CH2:28][C:27]([F:40])([F:26])[F:41])=[CH:38][CH:37]=[CH:36]3)=[C:32]2[NH:39]1, predict the reactants needed to synthesize it. The reactants are: CC1(C)O[C:6](=[O:8])[CH:5]([C:9]([CH:11]2[CH2:16][CH2:15][N:14]([C:17]([O:19][C:20]([CH3:23])([CH3:22])[CH3:21])=[O:18])[CH2:13][CH2:12]2)=O)C(=O)O1.[F:26][C:27]([F:41])([F:40])[CH2:28][O:29][C:30]1[C:31]2[C:35]([CH:36]=[CH:37][CH:38]=1)=[N:34][NH:33][C:32]=2[NH2:39].P([O-])([O-])([O-])=O.[K+].[K+].[K+]. (5) Given the product [NH2:1][C:2]1[N:7]=[CH:6][N:5]=[C:4]2[N:8]([CH:24]3[CH2:27][N:26]([CH2:28][C:29]4([OH:42])[CH2:34][CH2:33][NH:32][CH2:31][CH2:30]4)[CH2:25]3)[N:9]=[C:10]([C:11]3[CH:12]=[CH:13][C:14]([O:17][C:18]4[CH:19]=[CH:20][CH:21]=[CH:22][CH:23]=4)=[CH:15][CH:16]=3)[C:3]=12, predict the reactants needed to synthesize it. The reactants are: [NH2:1][C:2]1[N:7]=[CH:6][N:5]=[C:4]2[N:8]([CH:24]3[CH2:27][N:26]([CH2:28][C:29]4([OH:42])[CH2:34][CH2:33][N:32](C(OC(C)(C)C)=O)[CH2:31][CH2:30]4)[CH2:25]3)[N:9]=[C:10]([C:11]3[CH:16]=[CH:15][C:14]([O:17][C:18]4[CH:23]=[CH:22][CH:21]=[CH:20][CH:19]=4)=[CH:13][CH:12]=3)[C:3]=12.FC(F)(F)C(O)=O. (6) Given the product [CH2:1]([O:3][C:4]([CH:6]1[CH2:11][CH2:10][CH:9]([O:12][Si:13]([C:16]([CH3:19])([CH3:18])[CH3:17])([CH3:15])[CH3:14])[CH2:8][CH2:7]1)=[O:5])[CH3:2], predict the reactants needed to synthesize it. The reactants are: [CH2:1]([O:3][C:4]([CH:6]1[CH2:11][CH2:10][CH:9]([OH:12])[CH2:8][CH2:7]1)=[O:5])[CH3:2].[Si:13](Cl)([C:16]([CH3:19])([CH3:18])[CH3:17])([CH3:15])[CH3:14].N1C=CN=C1. (7) Given the product [Br:47][C:26]1[CH:27]=[CH:28][C:23]([C:20]2[CH:19]=[CH:18][C:17]([S:14]([C:8]3([C:6]([O:5][C:1]([CH3:2])([CH3:4])[CH3:3])=[O:7])[CH2:53][CH2:52][O:55][CH2:12][CH2:13]3)(=[O:16])=[O:15])=[CH:22][CH:21]=2)=[N:38][CH:42]=1, predict the reactants needed to synthesize it. The reactants are: [C:1]([O:5][C:6]([C:8]1([S:14]([C:17]2[CH:22]=[CH:21][C:20]([C:23]3[CH:28]=[CH:27][C:26](OC(F)(F)C(F)F)=CC=3)=[CH:19][CH:18]=2)(=[O:16])=[O:15])[CH2:13][CH2:12]NCC1)=[O:7])([CH3:4])([CH3:3])[CH3:2].C([N:38]([CH:42](C)C)C(C)C)C.[I-].[K+].[Br:47]CCOC.[C:52]([O:55]CC)(=O)[CH3:53].